From a dataset of Full USPTO retrosynthesis dataset with 1.9M reactions from patents (1976-2016). Predict the reactants needed to synthesize the given product. (1) The reactants are: [OH:1][CH2:2][CH2:3][C:4]1[CH:5]=[C:6]([CH2:12][CH:13]([O:19][CH:20]([CH3:22])[CH3:21])[C:14]([O:16]CC)=[O:15])[CH:7]=[CH:8][C:9]=1[O:10][CH3:11].[C:23]1([CH3:32])[CH:28]=[CH:27][C:26]([N:29]=[C:30]=[O:31])=[CH:25][CH:24]=1. Given the product [CH:20]([O:19][CH:13]([CH2:12][C:6]1[CH:7]=[CH:8][C:9]([O:10][CH3:11])=[C:4]([CH2:3][CH2:2][O:1][C:30]([NH:29][C:26]2[CH:27]=[CH:28][C:23]([CH3:32])=[CH:24][CH:25]=2)=[O:31])[CH:5]=1)[C:14]([OH:16])=[O:15])([CH3:21])[CH3:22], predict the reactants needed to synthesize it. (2) Given the product [N+:17]([C:13]1[CH:12]=[C:11]([CH:10]=[CH:9][CH:2]=[CH:3][C:4]([O:6][CH2:7][CH3:8])=[O:5])[CH:16]=[CH:15][CH:14]=1)([O-:19])=[O:18], predict the reactants needed to synthesize it. The reactants are: O[CH:2]([CH:9]=[CH:10][C:11]1[CH:16]=[CH:15][CH:14]=[C:13]([N+:17]([O-:19])=[O:18])[CH:12]=1)[CH2:3][C:4]([O:6][CH2:7][CH3:8])=[O:5].C(N(CC)CC)C.CS(Cl)(=O)=O.C1CCN2C(=NCCC2)CC1. (3) Given the product [C:1]([C:5]1[O:6][C:7]([C:13]([CH3:16])([CH3:15])[CH3:14])=[CH:8][C:9]=1[NH:10][C:11]([NH:17][C:18]1[CH:23]=[CH:22][C:21]([CH3:24])=[CH:20][CH:19]=1)=[O:12])([O:3][CH3:4])=[O:2], predict the reactants needed to synthesize it. The reactants are: [C:1]([C:5]1[O:6][C:7]([C:13]([CH3:16])([CH3:15])[CH3:14])=[CH:8][C:9]=1[N:10]=[C:11]=[O:12])([O:3][CH3:4])=[O:2].[NH2:17][C:18]1[CH:23]=[CH:22][C:21]([CH3:24])=[CH:20][CH:19]=1. (4) Given the product [O:1]=[C:2]1[C:7]2[N:8]([CH2:33][CH2:34][CH3:35])[C:9]3[CH:10]=[CH:11][CH:12]=[CH:13][C:14]=3[C:6]=2[N:5]=[C:4]([S:15][CH2:16][C:17]([O:19][C:20]([CH3:22])([CH3:23])[CH3:21])=[O:18])[N:3]1[C:24]1[CH:29]=[CH:28][CH:27]=[CH:26][CH:25]=1, predict the reactants needed to synthesize it. The reactants are: [O:1]=[C:2]1[C:7]2[NH:8][C:9]3[CH:10]=[CH:11][CH:12]=[CH:13][C:14]=3[C:6]=2[N:5]=[C:4]([S:15][CH2:16][C:17]([O:19][C:20]([CH3:23])([CH3:22])[CH3:21])=[O:18])[N:3]1[C:24]1[CH:29]=[CH:28][CH:27]=[CH:26][CH:25]=1.[H-].[Na+].I[CH2:33][CH2:34][CH3:35]. (5) The reactants are: C([O:5][CH:6]([O:10][C:11]([CH3:14])([CH3:13])[CH3:12])N(C)C)(C)(C)C.[CH:15]1[N:16]=[CH:17][N:18]2[CH:23]=[C:22](C(O)=O)[CH:21]=[CH:20][C:19]=12. Given the product [CH:15]1[N:16]=[CH:17][N:18]2[CH:23]=[C:22]([C:6]([O:10][C:11]([CH3:12])([CH3:13])[CH3:14])=[O:5])[CH:21]=[CH:20][C:19]=12, predict the reactants needed to synthesize it. (6) The reactants are: [CH3:1][C:2]1[N:9]=[C:8]([CH3:10])[CH:7]=[CH:6][C:3]=1[CH:4]=O.C(O)(=O)[CH2:12][C:13]([OH:15])=[O:14].CC1N=CC(/C=C/C(O)=O)=CC=1. Given the product [CH3:1][C:2]1[C:3](/[CH:4]=[CH:12]/[C:13]([OH:15])=[O:14])=[CH:6][CH:7]=[C:8]([CH3:10])[N:9]=1, predict the reactants needed to synthesize it. (7) Given the product [Br:1][C:2]1[CH:3]=[CH:4][C:5]2[N:12]([CH2:13][CH2:14][CH3:15])[CH2:11][CH2:10][CH2:9][C:8]([C:16]([OH:18])=[O:17])=[CH:7][C:6]=2[CH:20]=1, predict the reactants needed to synthesize it. The reactants are: [Br:1][C:2]1[CH:3]=[CH:4][C:5]2[N:12]([CH2:13][CH2:14][CH3:15])[CH2:11][CH2:10][CH2:9][C:8]([C:16]([O:18]C)=[O:17])=[CH:7][C:6]=2[CH:20]=1.[OH-].[Na+].Cl. (8) Given the product [C:1]([C:3]1([NH:6][C:7]([C@H:9]2[CH2:13][C@H:12]([S:14]([C:17]3[CH:22]=[CH:21][CH:20]=[CH:19][C:18]=3[C:24]([F:26])([F:25])[F:27])(=[O:16])=[O:15])[CH2:11][C@@H:10]2[O:28][CH:29]2[CH2:33][CH2:32][CH2:31][CH2:30]2)=[O:8])[CH2:4][CH2:5]1)#[N:2], predict the reactants needed to synthesize it. The reactants are: [C:1]([C:3]1([NH:6][C:7]([C@H:9]2[CH2:13][C@H:12]([S:14]([C:17]3[CH:22]=[CH:21][C:20](Br)=[CH:19][C:18]=3[C:24]([F:27])([F:26])[F:25])(=[O:16])=[O:15])[CH2:11][C@@H:10]2[O:28][CH:29]2[CH2:33][CH2:32][CH2:31][CH2:30]2)=[O:8])[CH2:5][CH2:4]1)#[N:2].C(C1(NC([C@H]2C[C@H](S(C3C=CC(Br)=CC=3C(F)(F)F)(=O)=O)C[C@@H]2OC2CCOCC2)=O)CC1)#N. (9) Given the product [OH:1][C:2]1[C:9]([N+:17]([O-:18])=[O:16])=[CH:8][C:5]([C:6]#[N:7])=[CH:4][C:3]=1[CH3:10], predict the reactants needed to synthesize it. The reactants are: [OH:1][C:2]1[CH:9]=[CH:8][C:5]([C:6]#[N:7])=[CH:4][C:3]=1[CH3:10].F[B-](F)(F)F.[O:16]=[N+:17]=[O:18]. (10) Given the product [CH2:14]([N:21]1[CH2:26][CH2:25][C:24]([OH:27])([C:2]2[C:7]([CH3:8])=[CH:6][CH:5]=[CH:4][N:3]=2)[CH2:23][CH2:22]1)[C:15]1[CH:16]=[CH:17][CH:18]=[CH:19][CH:20]=1, predict the reactants needed to synthesize it. The reactants are: Br[C:2]1[C:7]([CH3:8])=[CH:6][CH:5]=[CH:4][N:3]=1.[Li]CCCC.[CH2:14]([N:21]1[CH2:26][CH2:25][C:24](=[O:27])[CH2:23][CH2:22]1)[C:15]1[CH:20]=[CH:19][CH:18]=[CH:17][CH:16]=1.[NH4+].[Cl-].